Task: Predict the product of the given reaction.. Dataset: Forward reaction prediction with 1.9M reactions from USPTO patents (1976-2016) (1) Given the reactants [C:1]([NH:4][C:5]([C:8]1[CH:16]=[CH:15][C:11]([C:12]([OH:14])=[O:13])=[CH:10][CH:9]=1)([CH3:7])[CH3:6])(=[O:3])[CH3:2].S(=O)(=O)(O)O.[CH3:22]O, predict the reaction product. The product is: [C:1]([NH:4][C:5]([C:8]1[CH:9]=[CH:10][C:11]([C:12]([O:14][CH3:22])=[O:13])=[CH:15][CH:16]=1)([CH3:7])[CH3:6])(=[O:3])[CH3:2]. (2) Given the reactants [CH2:1]([O:8][C:9]1[CH:14]=[CH:13][C:12]([N:15]([CH3:25])[C:16]([C:18]2[CH:22]=[CH:21][N:20]([CH3:23])[C:19]=2[CH3:24])=[O:17])=[CH:11][CH:10]=1)[C:2]1[CH:7]=[CH:6][CH:5]=[CH:4][CH:3]=1.[Br:26]N1C(=O)CCC1=O, predict the reaction product. The product is: [CH2:1]([O:8][C:9]1[CH:14]=[CH:13][C:12]([N:15]([CH3:25])[C:16]([C:18]2[CH:22]=[C:21]([Br:26])[N:20]([CH3:23])[C:19]=2[CH3:24])=[O:17])=[CH:11][CH:10]=1)[C:2]1[CH:3]=[CH:4][CH:5]=[CH:6][CH:7]=1.